This data is from Catalyst prediction with 721,799 reactions and 888 catalyst types from USPTO. The task is: Predict which catalyst facilitates the given reaction. Reactant: Br[C:2]1[CH:7]=[CH:6][C:5]([CH2:8][NH:9][C:10](=[O:13])[O:11][CH3:12])=[C:4]([F:14])[CH:3]=1.[CH3:15][C:16]1([CH3:32])[C:20]([CH3:22])([CH3:21])[O:19][B:18]([B:18]2[O:19][C:20]([CH3:22])([CH3:21])[C:16]([CH3:32])([CH3:15])[O:17]2)[O:17]1.ClCCl.C([O-])(=O)C.[K+]. Product: [CH3:12][O:11][C:10](=[O:13])[NH:9][CH2:8][C:5]1[CH:6]=[CH:7][C:2]([B:18]2[O:19][C:20]([CH3:22])([CH3:21])[C:16]([CH3:32])([CH3:15])[O:17]2)=[CH:3][C:4]=1[F:14]. The catalyst class is: 75.